Dataset: Catalyst prediction with 721,799 reactions and 888 catalyst types from USPTO. Task: Predict which catalyst facilitates the given reaction. Reactant: [F:1][C:2]([F:27])([C:21]1[CH:26]=[CH:25][CH:24]=[CH:23][CH:22]=1)[C:3]1[N:7]=[C:6]([C@H:8]2[CH2:12][CH2:11][C@H:10]([NH:13]C(=O)OC(C)(C)C)[CH2:9]2)[O:5][N:4]=1.Cl. Product: [F:27][C:2]([F:1])([C:21]1[CH:26]=[CH:25][CH:24]=[CH:23][CH:22]=1)[C:3]1[N:7]=[C:6]([C@H:8]2[CH2:12][CH2:11][C@H:10]([NH2:13])[CH2:9]2)[O:5][N:4]=1. The catalyst class is: 13.